Dataset: Reaction yield outcomes from USPTO patents with 853,638 reactions. Task: Predict the reaction yield, written as a fraction of the theoretical maximum amount of product (1.0 means a 100% yield; for example, 0.34 means a 34% yield). (1) The reactants are C[O:2][C:3](=O)[CH:4]([C:6]1[C:7]([Cl:13])=[N:8][CH:9]=[N:10][C:11]=1[Cl:12])[CH3:5].CC(C[AlH]CC(C)C)C. The catalyst is CCOCC. The product is [Cl:12][C:11]1[C:6]([CH:4]([CH3:5])[CH2:3][OH:2])=[C:7]([Cl:13])[N:8]=[CH:9][N:10]=1. The yield is 0.910. (2) The reactants are C(Cl)(=O)C(Cl)=O.[CH:7]1([NH:10][C:11](=[O:46])[C:12]2[CH:17]=[CH:16][C:15]([C:18]3[N:22]4[N:23]=[C:24]([CH:34]([C:36]5[CH:41]=[CH:40][C:39]([O:42][CH3:43])=[C:38]([F:44])[CH:37]=5)[OH:35])[CH:25]=[C:26]([NH:27][CH2:28][CH2:29][C:30]([F:33])([F:32])[F:31])[C:21]4=[N:20][CH:19]=3)=[CH:14][C:13]=2[CH3:45])[CH2:9][CH2:8]1.C(N(CC)CC)C.O. The catalyst is ClCCl.CS(C)=O. The product is [CH:7]1([NH:10][C:11](=[O:46])[C:12]2[CH:17]=[CH:16][C:15]([C:18]3[N:22]4[N:23]=[C:24]([C:34](=[O:35])[C:36]5[CH:41]=[CH:40][C:39]([O:42][CH3:43])=[C:38]([F:44])[CH:37]=5)[CH:25]=[C:26]([NH:27][CH2:28][CH2:29][C:30]([F:33])([F:31])[F:32])[C:21]4=[N:20][CH:19]=3)=[CH:14][C:13]=2[CH3:45])[CH2:8][CH2:9]1. The yield is 0.800.